Predict the reactants needed to synthesize the given product. From a dataset of Full USPTO retrosynthesis dataset with 1.9M reactions from patents (1976-2016). (1) Given the product [Br:23][C:24]1[CH:29]=[CH:28][C:27]([CH2:30][CH:10]2[CH2:11][CH2:12][N:8]([CH:5]3[CH2:4][CH2:3][C:2]([F:1])([F:14])[CH2:7][CH2:6]3)[C:9]2=[O:13])=[C:26]([Cl:32])[CH:25]=1, predict the reactants needed to synthesize it. The reactants are: [F:1][C:2]1([F:14])[CH2:7][CH2:6][CH:5]([N:8]2[CH2:12][CH2:11][CH2:10][C:9]2=[O:13])[CH2:4][CH2:3]1.[Li+].CC([N-]C(C)C)C.[Br:23][C:24]1[CH:29]=[CH:28][C:27]([CH2:30]Br)=[C:26]([Cl:32])[CH:25]=1. (2) Given the product [NH2:1][C:2]1[N:3]=[C:4]([NH:21][CH2:22][C:23]([NH:25][C:26]2[CH:31]=[CH:30][CH:29]=[C:28]([C:32]([F:33])([F:34])[F:35])[CH:27]=2)=[O:24])[C:5]([CH:9]=[O:10])=[C:6]([Cl:8])[N:7]=1, predict the reactants needed to synthesize it. The reactants are: [NH2:1][C:2]1[N:7]=[C:6]([Cl:8])[C:5]([CH:9]=[O:10])=[C:4](Cl)[N:3]=1.CCN(C(C)C)C(C)C.[NH2:21][CH2:22][C:23]([NH:25][C:26]1[CH:31]=[CH:30][CH:29]=[C:28]([C:32]([F:35])([F:34])[F:33])[CH:27]=1)=[O:24]. (3) Given the product [Cl:22][C:17]1[CH:16]=[C:15]([NH:14][C:5]2[C:4]3[C:9](=[CH:10][CH:11]=[C:2]([NH:1][CH2:32][C:31]4[CH:30]=[CH:29][C:28]([N:23]5[CH:27]=[CH:26][N:25]=[CH:24]5)=[CH:35][CH:34]=4)[CH:3]=3)[N:8]=[CH:7][C:6]=2[C:12]#[N:13])[CH:20]=[CH:19][C:18]=1[F:21], predict the reactants needed to synthesize it. The reactants are: [NH2:1][C:2]1[CH:3]=[C:4]2[C:9](=[CH:10][CH:11]=1)[N:8]=[CH:7][C:6]([C:12]#[N:13])=[C:5]2[NH:14][C:15]1[CH:20]=[CH:19][C:18]([F:21])=[C:17]([Cl:22])[CH:16]=1.[N:23]1([C:28]2[CH:35]=[CH:34][C:31]([CH:32]=O)=[CH:30][CH:29]=2)[CH:27]=[CH:26][N:25]=[CH:24]1.[BH3-]C#N.[Na+]. (4) The reactants are: C(OC(=O)[NH:7][C:8]1[CH:13]=[CH:12][C:11]([C:14]([F:17])([F:16])[F:15])=[CH:10][C:9]=1[NH:18][C:19](=[O:37])[CH2:20][C:21]([C:23]1[CH:28]=[CH:27][CH:26]=[C:25]([C:29]2[CH:34]=[CH:33][N:32]=[C:31]([CH3:35])[C:30]=2[CH3:36])[CH:24]=1)=O)(C)(C)C.C(O)(C(F)(F)F)=O. Given the product [CH3:35][C:31]1[C:30]([CH3:36])=[C:29]([C:25]2[CH:24]=[C:23]([C:21]3[CH2:20][C:19](=[O:37])[NH:18][C:9]4[CH:10]=[C:11]([C:14]([F:16])([F:15])[F:17])[CH:12]=[CH:13][C:8]=4[N:7]=3)[CH:28]=[CH:27][CH:26]=2)[CH:34]=[CH:33][N:32]=1, predict the reactants needed to synthesize it. (5) Given the product [CH3:33][O:34][CH2:35][CH2:36][O:3][C:4]1[CH:5]=[C:6]([CH:30]=[CH:31][CH:32]=1)[O:7][CH2:8][CH2:9][O:10][C:11]1[C:12]([N:17]2[CH2:22][CH2:21][N:20]([C:23]([O:25][C:26]([CH3:28])([CH3:29])[CH3:27])=[O:24])[CH2:19][CH2:18]2)=[N:13][CH:14]=[CH:15][N:16]=1, predict the reactants needed to synthesize it. The reactants are: [H-].[Na+].[OH:3][C:4]1[CH:5]=[C:6]([CH:30]=[CH:31][CH:32]=1)[O:7][CH2:8][CH2:9][O:10][C:11]1[C:12]([N:17]2[CH2:22][CH2:21][N:20]([C:23]([O:25][C:26]([CH3:29])([CH3:28])[CH3:27])=[O:24])[CH2:19][CH2:18]2)=[N:13][CH:14]=[CH:15][N:16]=1.[CH3:33][O:34][CH2:35][CH2:36]Br. (6) Given the product [C:7]([O:10][CH2:11][C:12]1[CH:13]=[CH:14][C:15]([C:16]([NH:37][C:35]2[N:36]=[C:32]([N:29]3[C:30]4[C:26](=[CH:25][CH:24]=[C:23]([Cl:22])[CH:31]=4)[C:27]([CH2:38][CH:39]([CH3:41])[CH3:40])=[CH:28]3)[S:33][CH:34]=2)=[O:18])=[CH:19][CH:20]=1)(=[O:9])[CH3:8], predict the reactants needed to synthesize it. The reactants are: C(Cl)(=O)C(Cl)=O.[C:7]([O:10][CH2:11][C:12]1[CH:20]=[CH:19][C:15]([C:16]([OH:18])=O)=[CH:14][CH:13]=1)(=[O:9])[CH3:8].Cl.[Cl:22][C:23]1[CH:31]=[C:30]2[C:26]([C:27]([CH2:38][CH:39]([CH3:41])[CH3:40])=[CH:28][N:29]2[C:32]2[S:33][CH:34]=[C:35]([NH2:37])[N:36]=2)=[CH:25][CH:24]=1.C(N(CC)CC)C.